Regression. Given a peptide amino acid sequence and an MHC pseudo amino acid sequence, predict their binding affinity value. This is MHC class II binding data. From a dataset of Peptide-MHC class II binding affinity with 134,281 pairs from IEDB. (1) The peptide sequence is RERLVLTLGAAMVEI. The MHC is DRB1_1301 with pseudo-sequence DRB1_1301. The binding affinity (normalized) is 0.599. (2) The binding affinity (normalized) is 0.387. The MHC is DRB1_0405 with pseudo-sequence DRB1_0405. The peptide sequence is AEFLENFVRSSNLKF.